This data is from Reaction yield outcomes from USPTO patents with 853,638 reactions. The task is: Predict the reaction yield, written as a fraction of the theoretical maximum amount of product (1.0 means a 100% yield; for example, 0.34 means a 34% yield). (1) The reactants are [NH3:1].[NH2:2][C:3]1[C:4]([C:10]([O:12]C)=O)=[N:5][C:6]([I:9])=[CH:7][N:8]=1. The catalyst is O.CO. The product is [NH2:2][C:3]1[C:4]([C:10]([NH2:1])=[O:12])=[N:5][C:6]([I:9])=[CH:7][N:8]=1. The yield is 0.880. (2) The reactants are Cl.[F:2][C:3]1[CH:8]=[CH:7][C:6]([N:9]2[C:13]([CH2:14][NH2:15])=[CH:12][C:11]([C:16]([F:19])([F:18])[F:17])=[N:10]2)=[CH:5][CH:4]=1.[C:20]([OH:24])(=O)[CH2:21][CH3:22].[CH:25]1[CH:26]=[CH:27][C:28]2N(O)N=N[C:29]=2[CH:30]=1.CN([C:38]([O:42]N1N=NC2C=CC=CC1=2)=[N+](C)C)C.[B-](F)(F)(F)[F:53].CCN(C(C)C)C(C)C. The catalyst is C1COCC1.CN(C=O)C.CCOC(C)=O. The product is [F:53][C:29]1[CH:30]=[C:25]([CH:21]([CH3:22])[C:20]([NH:15][CH2:14][C:13]2[N:9]([C:6]3[CH:7]=[CH:8][C:3]([F:2])=[CH:4][CH:5]=3)[N:10]=[C:11]([C:16]([F:17])([F:19])[F:18])[CH:12]=2)=[O:24])[CH:26]=[CH:27][C:28]=1[CH2:38][OH:42]. The yield is 0.790.